From a dataset of Acute oral toxicity (LD50) regression data from Zhu et al.. Regression/Classification. Given a drug SMILES string, predict its toxicity properties. Task type varies by dataset: regression for continuous values (e.g., LD50, hERG inhibition percentage) or binary classification for toxic/non-toxic outcomes (e.g., AMES mutagenicity, cardiotoxicity, hepatotoxicity). Dataset: ld50_zhu. (1) The drug is Nc1c(Br)cc(Br)cc1CNC1CCC(O)CC1. The rat oral LD50 is 1.45, given as -log10 of the dose in mol/kg body weight (higher means more acutely toxic). (2) The drug is CN(C)N=Nc1ccccc1C(N)=O. The rat oral LD50 is 3.54, given as -log10 of the dose in mol/kg body weight (higher means more acutely toxic). (3) The molecule is CN(C)C(=S)SSC(=S)NCCNC(=S)SSC(=S)N(C)C. The rat oral LD50 is 2.18, given as -log10 of the dose in mol/kg body weight (higher means more acutely toxic). (4) The drug is CCOP(=O)(O)Sc1ccc(C)cc1. The rat oral LD50 is 3.67, given as -log10 of the dose in mol/kg body weight (higher means more acutely toxic). (5) The molecule is COP(=S)(OC)SCC(=O)N(C)C(=O)Oc1cccc(C(C)C)c1. The rat oral LD50 is 2.96, given as -log10 of the dose in mol/kg body weight (higher means more acutely toxic).